Dataset: Experimentally validated miRNA-target interactions with 360,000+ pairs, plus equal number of negative samples. Task: Binary Classification. Given a miRNA mature sequence and a target amino acid sequence, predict their likelihood of interaction. (1) The miRNA is hsa-miR-148a-5p with sequence AAAGUUCUGAGACACUCCGACU. The protein sequence of the target gene is MDETQGPLAMTVHLLANSGHGSLLQRTLDQLLDCICPEVRLFQVSERASPVKYCEKSHSKRSRFPGMSVLLFLHESPGEDRLFRVLDSLQHSPWQCYPTQDTRGRLCPYFFANQEFYSLDSQLPIWGVRQVHCGSEILRVTLYCSFDNYEDAIRLYEMILQREATLQKSNFCFFVLYASKSFALQLSLKQLPPGMSVDPKESSVLQFKVQEIGQLVPLLPNPCMPISSTRWQTQDYDGNKILLQVQLNPELGVKNGILGAGMLPLGSRLTSVSAKRTSEPRSQRNQGKRSQGHSLELPEP.... Result: 0 (no interaction). (2) The miRNA is hsa-let-7b-5p with sequence UGAGGUAGUAGGUUGUGUGGUU. The protein sequence of the target gene is MDFTAQPKPATALCGVVSADGKIAYPPGVKEITDKITTDEMIKRLKMVVKTFMDMDQDSEDEKQQYLPLALHLASEFFLRNPNKDVRLLVACCLADIFRIYAPEAPYTSHDKLKDIFLFITRQLKGLEDTKSPQFNRYFYLLENLAWVKSYNICFELEDCNEIFIQLFRTLFSVINNSHNKKVQMHMLDLMSSIIMEGDGVTQELLDSILINLIPAHKNLNKQSFDLAKVLLKRTVQTIEACIANFFNQVLVLGRSSVSDLSEHVFDLIQELFAIDPHLLLSVMPQLEFKLKSNDGEERL.... Result: 1 (interaction). (3) The miRNA is hsa-miR-150-5p with sequence UCUCCCAACCCUUGUACCAGUG. The protein sequence of the target gene is MNRTKGDEEEYWNSSKFKAFTFDDEDDELSQLKESKRAVNSLRDFVDDDDDDDLERVSWSGEPVGSISWSIRETAGNSGSTHEGREQLKSRNSFSSYAQLPKPTSTYSLSSFFRGRTRPGSFQSLSDALSDTPAKSYAPELGRPKGEYRDYSNDWSPSDTVRRLRKGKVCSLERFRSLQDKLQLLEEAVSMHDGNVITAVLIFLKRTLSKEILFRELEVRQVALRHLIHFLKEIGDQKLLLDLFRFLDRTEELALSHYREHLNIQDPDKRKEFLKTCVGLPFSAEDSAHIQDHYTLLERQ.... Result: 0 (no interaction). (4) The miRNA is mmu-miR-599 with sequence UUGUGUCAGUUUAUCAAAC. The protein sequence of the target gene is MAVPPRPLQLLGILFIISLNSVRLIQAGAYYGIKPLPPQIPPQIPPQIPQYQPLGQQVPHMPLGKDGLSMGKEMPHMQYGKEYPHLPQYMKEIPPVPRMGKEVVPKKGKGEVPLASLRGEQGPRGEPGPRGPPGPPGLPGHGMPGIKGKPGPQGYPGIGKPGMPGMPGKPGAMGMPGAKGEIGPKGEIGPMGIPGPQGPPGPHGLPGIGKPGGPGLPGQPGAKGERGPKGPPGPPGLQGPKGEKGFGMPGLPGLKGPPGMHGPPGPVGLPGVGKPGVTGFPGPQGPLGKPGPPGEPGPQG.... Result: 1 (interaction). (5) The miRNA is hsa-miR-6741-3p with sequence UCGGCUCUCUCCCUCACCCUAG. The protein sequence of the target gene is MAACRYCCSCLRLRPLSDGPFLLPRRDRALTQLQVRALWSSAGSRAVAVDLGNRKLEISSGKLARFADGSAVVQSGDTAVMVTAVSKTKPSPSQFMPLVVDYRQKAAAAGRIPTNYLRREIGTSDKEILTSRIIDRSIRPLFPAGYFYDTQVLCNLLAVDGVNEPDVLAINGASVALSLSDIPWNGPVGAVRIGIIDGEYVVNPTRKEMSSSTLNLVVAGAPKSQIVMLEASAENILQQDFCHAIKVGVKYTQQIIQGIQQLVKETGVTKRTPQKLFTPSPEIVKYTHKLAMERLYAVFT.... Result: 1 (interaction). (6) The miRNA is hsa-miR-526b-3p with sequence GAAAGUGCUUCCUUUUAGAGGC. The protein sequence of the target gene is MASILRSPQALQLTLALIKPDAVAHPLILEAVHQQILSNKFLIVRMRELLWRKEDCQRFYREHEGRFFYQRLVEFMASGPIRAYILAHKDAIQLWRTLMGPTRVFRARHVAPDSIRGSFGLTDTRNTTHGSDSVVSASREIAAFFPDFSEQRWYEEEEPQLRCGPVCYSPEGGVHYVAGTGGLGPA. Result: 1 (interaction).